From a dataset of Reaction yield outcomes from USPTO patents with 853,638 reactions. Predict the reaction yield, written as a fraction of the theoretical maximum amount of product (1.0 means a 100% yield; for example, 0.34 means a 34% yield). The reactants are [Li]CCCC.Br[C:7]1[C:15]2[C:14]([Cl:16])=[N:13][CH:12]=[N:11][C:10]=2[N:9]([CH:17]([CH3:19])[CH3:18])[CH:8]=1.[Br:20][C:21]1[CH:22]=[N:23][CH:24]=[C:25]([CH:32]=1)[C:26](N(OC)C)=[O:27].CC(O)C. The catalyst is CCOCC. The product is [Br:20][C:21]1[CH:32]=[C:25]([C:26]([C:7]2[C:15]3[C:14]([Cl:16])=[N:13][CH:12]=[N:11][C:10]=3[N:9]([CH:17]([CH3:19])[CH3:18])[CH:8]=2)=[O:27])[CH:24]=[N:23][CH:22]=1. The yield is 0.510.